Dataset: Catalyst prediction with 721,799 reactions and 888 catalyst types from USPTO. Task: Predict which catalyst facilitates the given reaction. (1) Reactant: [C:1]1([S:11]([C:14]2[C:22]3[C:17](=[CH:18][CH:19]=[C:20]([O:23][CH2:24][CH2:25][CH2:26]OS(C4C=CC(C)=CC=4)(=O)=O)[CH:21]=3)[NH:16][N:15]=2)(=[O:13])=[O:12])[C:10]2[C:5](=[CH:6][CH:7]=[CH:8][CH:9]=2)[CH:4]=[CH:3][CH:2]=1.[CH:38]1([NH2:43])[CH2:42][CH2:41][CH2:40][CH2:39]1. Product: [CH:38]1([NH:43][CH2:26][CH2:25][CH2:24][O:23][C:20]2[CH:21]=[C:22]3[C:17](=[CH:18][CH:19]=2)[NH:16][N:15]=[C:14]3[S:11]([C:1]2[C:10]3[C:5](=[CH:6][CH:7]=[CH:8][CH:9]=3)[CH:4]=[CH:3][CH:2]=2)(=[O:12])=[O:13])[CH2:42][CH2:41][CH2:40][CH2:39]1. The catalyst class is: 1. (2) The catalyst class is: 875. Reactant: CO.[Cl:3][C:4]1[C:19]([O:20][CH2:21][C:22]2[C:23]([CH3:34])=[C:24]([C:28]3[CH:33]=[CH:32][CH:31]=[CH:30][CH:29]=3)[CH:25]=[CH:26][CH:27]=2)=[CH:18][CH:17]=[C:16]([CH:35]=O)[C:5]=1[O:6][CH2:7][C:8]1[CH:9]=[C:10]([CH:13]=[CH:14][CH:15]=1)[C:11]#[N:12].[NH2:37][C@@H:38]([C:41]([OH:43])=[O:42])[CH2:39][OH:40].C([BH3-])#N.[Na+]. Product: [Cl:3][C:4]1[C:5]([O:6][CH2:7][C:8]2[CH:15]=[CH:14][CH:13]=[C:10]([C:11]#[N:12])[CH:9]=2)=[C:16]([CH:17]=[CH:18][C:19]=1[O:20][CH2:21][C:22]1[C:23]([CH3:34])=[C:24]([C:28]2[CH:33]=[CH:32][CH:31]=[CH:30][CH:29]=2)[CH:25]=[CH:26][CH:27]=1)[CH2:35][NH:37][C@H:38]([CH2:39][OH:40])[C:41]([OH:43])=[O:42]. (3) Reactant: Cl[C:2]1[CH:9]=[CH:8][C:5]([C:6]#[N:7])=[CH:4][CH:3]=1.[CH3:10][C:11]1[CH:16]=[CH:15][C:14]([OH:17])=[CH:13][CH:12]=1.C(=O)([O-])[O-].[Cs+].[Cs+].Cl. Product: [CH3:10][C:11]1[CH:16]=[CH:15][C:14]([O:17][C:2]2[CH:9]=[CH:8][C:5]([C:6]#[N:7])=[CH:4][CH:3]=2)=[CH:13][CH:12]=1. The catalyst class is: 3. (4) Reactant: [F:1][C:2]1[CH:7]=[CH:6][C:5]([CH:8]([CH3:13])[C:9]([O:11][CH3:12])=[O:10])=[CH:4][C:3]=1[N+:14]([O-])=O. Product: [NH2:14][C:3]1[CH:4]=[C:5]([CH:8]([CH3:13])[C:9]([O:11][CH3:12])=[O:10])[CH:6]=[CH:7][C:2]=1[F:1]. The catalyst class is: 19. (5) Reactant: [NH2:1][N:2]1[C:11](=[O:12])[C:10]2[C:5](=[C:6]([CH3:15])[C:7](F)=[C:8]([F:13])[CH:9]=2)[N:4]([CH:16]2[CH2:18][CH2:17]2)[C:3]1=[O:19].[C:20]([O:24][C:25](=[O:34])[NH:26][C@H:27]([C@@H:29]1[CH2:33][CH2:32][NH:31][CH2:30]1)[CH3:28])([CH3:23])([CH3:22])[CH3:21].C(N(CC)CC)C.N1CCCC1. Product: [C:20]([O:24][C:25](=[O:34])[NH:26][C@@H:27]([C@H:29]1[CH2:33][CH2:32][N:31]([C:7]2[C:6]([CH3:15])=[C:5]3[C:10]([C:11](=[O:12])[N:2]([NH2:1])[C:3](=[O:19])[N:4]3[CH:16]3[CH2:18][CH2:17]3)=[CH:9][C:8]=2[F:13])[CH2:30]1)[CH3:28])([CH3:21])([CH3:22])[CH3:23]. The catalyst class is: 374. (6) Reactant: [C:1]([O:5][C:6](=[O:33])[NH:7][C:8]1[CH:13]=[CH:12][C:11]([CH2:14][CH2:15][C:16]2[N:17]=[C:18]([NH2:32])[S:19][C:20]=2[CH2:21][C:22]2[CH:27]=[CH:26][C:25]([S:28]([CH3:31])(=[O:30])=[O:29])=[CH:24][CH:23]=2)=[CH:10][CH:9]=1)([CH3:4])([CH3:3])[CH3:2].Cl[C:35]([O:37][CH2:38][CH3:39])=[O:36]. The catalyst class is: 17. Product: [C:1]([O:5][C:6]([NH:7][C:8]1[CH:9]=[CH:10][C:11]([CH2:14][CH2:15][C:16]2[N:17]=[C:18]([NH:32][C:35](=[O:36])[O:37][CH2:38][CH3:39])[S:19][C:20]=2[CH2:21][C:22]2[CH:23]=[CH:24][C:25]([S:28]([CH3:31])(=[O:30])=[O:29])=[CH:26][CH:27]=2)=[CH:12][CH:13]=1)=[O:33])([CH3:4])([CH3:2])[CH3:3]. (7) Reactant: [OH-].[Na+].[F:3][C:4]1[CH:5]=[C:6]([CH:39]=[CH:40][CH:41]=1)[CH2:7][O:8][C:9]1[CH:14]=[C:13]([CH2:15][CH2:16][C:17]([O:19]C)=[O:18])[CH:12]=[CH:11][C:10]=1[C:21]1[CH:26]=[CH:25][CH:24]=[C:23]([N:27]([CH3:38])[C:28]([NH:30][CH2:31][CH2:32][CH2:33][CH2:34][CH2:35][CH2:36][CH3:37])=[O:29])[CH:22]=1. Product: [F:3][C:4]1[CH:5]=[C:6]([CH:39]=[CH:40][CH:41]=1)[CH2:7][O:8][C:9]1[CH:14]=[C:13]([CH2:15][CH2:16][C:17]([OH:19])=[O:18])[CH:12]=[CH:11][C:10]=1[C:21]1[CH:26]=[CH:25][CH:24]=[C:23]([N:27]([CH3:38])[C:28]([NH:30][CH2:31][CH2:32][CH2:33][CH2:34][CH2:35][CH2:36][CH3:37])=[O:29])[CH:22]=1. The catalyst class is: 83. (8) Reactant: [C:1]([NH:5][C:6](=[O:23])[C:7]1[CH:12]=[CH:11][C:10]([NH:13][C:14]2[C:19]([C:20]#[N:21])=[CH:18][N:17]=[C:16](Cl)[N:15]=2)=[CH:9][CH:8]=1)([CH3:4])([CH3:3])[CH3:2].[C:24]([O:28][C:29](=[O:36])[NH:30][C@H:31]1[CH2:35][CH2:34][NH:33][CH2:32]1)([CH3:27])([CH3:26])[CH3:25].CCN(C(C)C)C(C)C. Product: [C:24]([O:28][C:29](=[O:36])[NH:30][C@H:31]1[CH2:35][CH2:34][N:33]([C:16]2[N:15]=[C:14]([NH:13][C:10]3[CH:11]=[CH:12][C:7]([C:6](=[O:23])[NH:5][C:1]([CH3:4])([CH3:3])[CH3:2])=[CH:8][CH:9]=3)[C:19]([C:20]#[N:21])=[CH:18][N:17]=2)[CH2:32]1)([CH3:27])([CH3:25])[CH3:26]. The catalyst class is: 80.